This data is from Orexin1 receptor HTS with 218,158 compounds and 233 confirmed actives. The task is: Binary Classification. Given a drug SMILES string, predict its activity (active/inactive) in a high-throughput screening assay against a specified biological target. The molecule is S(=O)(=O)(CCC(=O)/N=c1/sc2c(n1C)ccc(c2)C(OC)=O)c1ccccc1. The result is 0 (inactive).